Dataset: Reaction yield outcomes from USPTO patents with 853,638 reactions. Task: Predict the reaction yield, written as a fraction of the theoretical maximum amount of product (1.0 means a 100% yield; for example, 0.34 means a 34% yield). (1) The reactants are [C:1]([O:5][C:6]([N:8]1[CH2:13][CH2:12][CH2:11][CH:10]([O:14][C:15]2[CH:20]=[CH:19][CH:18]=[CH:17][C:16]=2Br)[CH2:9]1)=[O:7])([CH3:4])([CH3:3])[CH3:2].[NH:22]1[CH2:27][CH2:26][NH:25][CH2:24][CH2:23]1.C1C=CC(P(C2C(C3C(P(C4C=CC=CC=4)C4C=CC=CC=4)=CC=C4C=3C=CC=C4)=C3C(C=CC=C3)=CC=2)C2C=CC=CC=2)=CC=1.CC(C)([O-])C.[Na+]. The catalyst is C1C=CC(/C=C/C(/C=C/C2C=CC=CC=2)=O)=CC=1.C1C=CC(/C=C/C(/C=C/C2C=CC=CC=2)=O)=CC=1.C1C=CC(/C=C/C(/C=C/C2C=CC=CC=2)=O)=CC=1.[Pd].[Pd]. The product is [C:1]([O:5][C:6]([N:8]1[CH2:13][CH2:12][CH2:11][CH:10]([O:14][C:15]2[CH:20]=[CH:19][CH:18]=[CH:17][C:16]=2[N:22]2[CH2:27][CH2:26][NH:25][CH2:24][CH2:23]2)[CH2:9]1)=[O:7])([CH3:4])([CH3:3])[CH3:2]. The yield is 0.510. (2) The yield is 0.750. The catalyst is C(Cl)Cl. The reactants are [OH:1][C:2]1[CH:9]=[CH:8][C:5]([CH:6]=[O:7])=[CH:4][CH:3]=1.N1C=CC=CC=1.[N:16]1([C:22](Cl)=[O:23])[CH2:21][CH2:20][O:19][CH2:18][CH2:17]1.C([O-])(O)=O.[Na+]. The product is [N:16]1([C:22]([O:1][C:2]2[CH:9]=[CH:8][C:5]([CH:6]=[O:7])=[CH:4][CH:3]=2)=[O:23])[CH2:21][CH2:20][O:19][CH2:18][CH2:17]1.